Dataset: Forward reaction prediction with 1.9M reactions from USPTO patents (1976-2016). Task: Predict the product of the given reaction. (1) Given the reactants [OH:1][CH2:2][CH:3]([CH2:5]O)[OH:4], predict the reaction product. The product is: [OH:1][CH2:2][C:3](=[O:4])[CH3:5].[CH2:2]([OH:1])[CH:3]([OH:4])[CH3:5]. (2) Given the reactants [F:1][C:2]1[CH:7]=[CH:6][C:5]([NH:8][C:9](=[O:41])[NH:10][C:11]2[CH:40]=[CH:39][C:14]([O:15][C:16]3[CH:25]=[C:24]4[C:19]([N:20]=[CH:21][C:22]([N:26]5[CH2:31][CH2:30][N:29](C(OC(C)(C)C)=O)[CH2:28][CH2:27]5)=[N:23]4)=[CH:18][CH:17]=3)=[CH:13][CH:12]=2)=[CH:4][CH:3]=1.C(O)(C(F)(F)F)=O, predict the reaction product. The product is: [F:1][C:2]1[CH:3]=[CH:4][C:5]([NH:8][C:9]([NH:10][C:11]2[CH:12]=[CH:13][C:14]([O:15][C:16]3[CH:25]=[C:24]4[C:19](=[CH:18][CH:17]=3)[N:20]=[CH:21][C:22]([N:26]3[CH2:27][CH2:28][NH:29][CH2:30][CH2:31]3)=[N:23]4)=[CH:39][CH:40]=2)=[O:41])=[CH:6][CH:7]=1. (3) The product is: [CH3:13][O:14][C:15]([CH3:21])([O:17][CH2:4][C:5]#[C:6][CH2:8][CH3:9])[CH3:16]. Given the reactants CC(C)=C[CH2:4][CH2:5][C:6]([CH:8]=[CH2:9])=C.[NH2-].[Li+].[CH3:13][O:14][C:15]([CH3:21])([O:17]CC#C)[CH3:16].BrCC, predict the reaction product. (4) Given the reactants C[O:2][C:3]([C:5]1[CH:9]=[C:8]([C:10]2[CH:15]=[CH:14][CH:13]=[CH:12][C:11]=2[O:16][C:17]([F:20])([F:19])[F:18])[N:7]([CH2:21][C@@H:22]2[CH2:26][CH2:25][CH2:24][O:23]2)[C:6]=1[CH3:27])=[O:4].[OH-].[Na+], predict the reaction product. The product is: [CH3:27][C:6]1[N:7]([CH2:21][C@@H:22]2[CH2:26][CH2:25][CH2:24][O:23]2)[C:8]([C:10]2[CH:15]=[CH:14][CH:13]=[CH:12][C:11]=2[O:16][C:17]([F:18])([F:20])[F:19])=[CH:9][C:5]=1[C:3]([OH:4])=[O:2]. (5) Given the reactants N1(C2CCCCCCCCCC2)CCCN=CCCCCC1.[CH3:23][N:24]1[N:33]=[N:32][C:31]2[N:27]([CH:28]=[N:29][C:30]=2[C:34]([NH2:36])=[O:35])[C:25]1=[O:26].IC[C:39]([O:41][CH2:42][CH3:43])=[O:40].Cl, predict the reaction product. The product is: [C:34]([C:30]1[N:29]=[CH:28][N:27]2[C:25](=[O:26])[N:24]([CH2:23][C:39]([O:41][CH2:42][CH3:43])=[O:40])[N:33]=[N:32][C:31]=12)(=[O:35])[NH2:36]. (6) Given the reactants Cl.[CH3:2][NH:3]C.C[Al](C)C.C[O:10][C:11](=O)[C:12]1[CH:17]=[CH:16][C:15]([N:18]2[CH:22]=[N:21][CH:20]=[N:19]2)=[C:14]([C:23]2[N:27]([C:28]([CH3:31])([CH3:30])[CH3:29])[C:26]3[CH:32]=[CH:33][C:34]([C:36]4[CH:37]=[N:38][C:39]([NH2:42])=[N:40][CH:41]=4)=[CH:35][C:25]=3[N:24]=2)[CH:13]=1.O, predict the reaction product. The product is: [NH2:42][C:39]1[N:38]=[CH:37][C:36]([C:34]2[CH:33]=[CH:32][C:26]3[N:27]([C:28]([CH3:29])([CH3:30])[CH3:31])[C:23]([C:14]4[CH:13]=[C:12]([CH:17]=[CH:16][C:15]=4[N:18]4[CH:22]=[N:21][CH:20]=[N:19]4)[C:11]([NH:3][CH3:2])=[O:10])=[N:24][C:25]=3[CH:35]=2)=[CH:41][N:40]=1.